Dataset: Catalyst prediction with 721,799 reactions and 888 catalyst types from USPTO. Task: Predict which catalyst facilitates the given reaction. (1) Reactant: [O:1]1[C:5]2[CH:6]=[CH:7][C:8]([C:10]3([C:13]([NH:15][C:16]4[CH:17]=[C:18]5[C:22](=[CH:23][CH:24]=4)[NH:21][C:20]([CH2:25][C:26]([O:28]CC)=[O:27])=[CH:19]5)=[O:14])[CH2:12][CH2:11]3)=[CH:9][C:4]=2[O:3][CH2:2]1.O[Li].O.O.ClCCl. Product: [O:1]1[C:5]2[CH:6]=[CH:7][C:8]([C:10]3([C:13]([NH:15][C:16]4[CH:17]=[C:18]5[C:22](=[CH:23][CH:24]=4)[NH:21][C:20]([CH2:25][C:26]([OH:28])=[O:27])=[CH:19]5)=[O:14])[CH2:12][CH2:11]3)=[CH:9][C:4]=2[O:3][CH2:2]1. The catalyst class is: 1. (2) Reactant: [CH3:1][N:2]([CH3:16])[CH2:3][CH2:4][CH2:5][O:6][C:7]1[CH:12]=[CH:11][C:10]([N+:13]([O-])=O)=[CH:9][CH:8]=1.C(O)=O. Product: [CH3:16][N:2]([CH3:1])[CH2:3][CH2:4][CH2:5][O:6][C:7]1[CH:8]=[CH:9][C:10]([NH2:13])=[CH:11][CH:12]=1. The catalyst class is: 421. (3) Reactant: [C:1]([O:5][C:6](=[O:19])[NH:7][C:8]1[CH:13]=[C:12](Cl)[C:11]([Cl:15])=[CH:10][C:9]=1[N+:16]([O-:18])=[O:17])([CH3:4])([CH3:3])[CH3:2].[CH:20]([NH2:23])([CH3:22])[CH3:21]. Product: [C:1]([O:5][C:6](=[O:19])[NH:7][C:8]1[CH:13]=[C:12]([NH:23][CH:20]([CH3:22])[CH3:21])[C:11]([Cl:15])=[CH:10][C:9]=1[N+:16]([O-:18])=[O:17])([CH3:4])([CH3:3])[CH3:2]. The catalyst class is: 16. (4) Reactant: [Cl:1][C:2]1[CH:15]=[C:14]([C:16]2[N:20]=[C:19]([C:21]3[N:22]=[C:23]4[C:28]([Cl:29])=[CH:27][C:26]([C:30]([F:33])([F:32])[F:31])=[CH:25][N:24]4[CH:34]=3)[O:18][N:17]=2)[C:13]([Cl:35])=[CH:12][C:3]=1[O:4][C@H:5]([CH3:11])[C:6](OCC)=[O:7].CC(C[AlH]CC(C)C)C. Product: [Cl:1][C:2]1[CH:15]=[C:14]([C:16]2[N:20]=[C:19]([C:21]3[N:22]=[C:23]4[C:28]([Cl:29])=[CH:27][C:26]([C:30]([F:33])([F:31])[F:32])=[CH:25][N:24]4[CH:34]=3)[O:18][N:17]=2)[C:13]([Cl:35])=[CH:12][C:3]=1[O:4][C@H:5]([CH3:11])[CH2:6][OH:7]. The catalyst class is: 2.